Dataset: Full USPTO retrosynthesis dataset with 1.9M reactions from patents (1976-2016). Task: Predict the reactants needed to synthesize the given product. (1) Given the product [Br:1][C:2]1[CH:3]=[C:4]([O:9][C:10]2[C:15]([F:16])=[C:14]([CH2:17][NH2:20])[CH:13]=[CH:12][C:11]=2[Cl:19])[CH:5]=[C:6]([Cl:8])[CH:7]=1, predict the reactants needed to synthesize it. The reactants are: [Br:1][C:2]1[CH:3]=[C:4]([O:9][C:10]2[C:15]([F:16])=[C:14]([CH2:17]Br)[CH:13]=[CH:12][C:11]=2[Cl:19])[CH:5]=[C:6]([Cl:8])[CH:7]=1.[NH3:20]. (2) The reactants are: [NH2:1][C:2]1[CH:7]=[C:6]([C:8]([O:10][CH3:11])=[O:9])[CH:5]=[CH:4][C:3]=1[C:12]1[N:16]([CH2:17][C:18]([OH:21])([CH3:20])[CH3:19])[C:15]([CH2:22][CH2:23][CH2:24][CH3:25])=[N:14][C:13]=1[C:26]#[N:27].Cl.O1CCOCC1. Given the product [NH2:27][C:26]1[C:13]2[N:14]=[C:15]([CH2:22][CH2:23][CH2:24][CH3:25])[N:16]([CH2:17][C:18]([OH:21])([CH3:19])[CH3:20])[C:12]=2[C:3]2[CH:4]=[CH:5][C:6]([C:8]([O:10][CH3:11])=[O:9])=[CH:7][C:2]=2[N:1]=1, predict the reactants needed to synthesize it. (3) Given the product [Cl:1][C:2]1[CH:3]=[CH:4][C:5]([O:8][C@H:9]2[C@H:13]3[CH2:14][N:15]([C:19]4[CH:24]=[CH:23][CH:22]=[C:21]([C:25]([F:28])([F:27])[F:26])[N:20]=4)[CH2:16][CH2:17][N:12]3[CH2:11][CH2:10]2)=[N:6][CH:7]=1, predict the reactants needed to synthesize it. The reactants are: [Cl:1][C:2]1[CH:3]=[CH:4][C:5]([O:8][C@H:9]2[C@H:13]3[CH2:14][NH:15][CH2:16][CH2:17][N:12]3[CH2:11][CH2:10]2)=[N:6][CH:7]=1.F[C:19]1[CH:24]=[CH:23][CH:22]=[C:21]([C:25]([F:28])([F:27])[F:26])[N:20]=1.C(N(CC)C(C)C)(C)C. (4) Given the product [CH:1]([O:4][C:5]1[CH:12]=[CH:11][CH:10]=[C:9]([CH2:13][CH2:14][CH2:15][CH2:16][CH2:17][CH2:18][CH2:19][CH2:20][CH2:21][CH2:22][CH2:23][CH2:24][CH2:25][CH2:26][CH3:27])[C:6]=1[CH:7]1[C:29]([C:28]([O:34][CH3:35])=[O:33])=[C:30]([CH3:32])[NH:40][C:41]([CH3:42])=[C:37]1[C:36]([O:39][CH3:46])=[O:38])([CH3:3])[CH3:2], predict the reactants needed to synthesize it. The reactants are: [CH:1]([O:4][C:5]1[CH:12]=[CH:11][CH:10]=[C:9]([CH2:13][CH2:14][CH2:15][CH2:16][CH2:17][CH2:18][CH2:19][CH2:20][CH2:21][CH2:22][CH2:23][CH2:24][CH2:25][CH2:26][CH3:27])[C:6]=1[CH:7]=O)([CH3:3])[CH3:2].[C:28]([O:34][CH3:35])(=[O:33])[CH2:29][C:30]([CH3:32])=O.[C:36]([OH:39])(=[O:38])[CH3:37].[NH:40]1CCC[CH2:42][CH2:41]1.[CH3:46]C=CC(ONC)=O. (5) Given the product [F:1][C:2]1[CH:22]=[C:21]([N+:23]([O-:25])=[O:24])[CH:20]=[CH:19][C:3]=1[O:4][C:5]1[CH:10]=[CH:9][N:8]=[CH:7][C:6]=1[C:11]1[CH:12]=[CH:13][C:14]([CH2:31][NH:32][C:42](=[O:43])[O:44][C:45]([CH3:48])([CH3:47])[CH3:46])=[CH:17][CH:18]=1, predict the reactants needed to synthesize it. The reactants are: [F:1][C:2]1[CH:22]=[C:21]([N+:23]([O-:25])=[O:24])[CH:20]=[CH:19][C:3]=1[O:4][C:5]1[CH:10]=[CH:9][N:8]=[CH:7][C:6]=1[C:11]1[CH:18]=[CH:17][C:14](C=O)=[CH:13][CH:12]=1.C([O-])(=O)C.[NH4+].[C:31]([BH3-])#[N:32].[Na+].C(N(CC)CC)C.[C:42](O[C:42]([O:44][C:45]([CH3:48])([CH3:47])[CH3:46])=[O:43])([O:44][C:45]([CH3:48])([CH3:47])[CH3:46])=[O:43]. (6) Given the product [C:11]([O:16][CH2:15][CH2:17][OH:18])(=[O:10])[C:12]([CH3:13])=[CH2:22], predict the reactants needed to synthesize it. The reactants are: C1C=CC(/C=C/C[O:10][C@@H:11]2[O:16][C@H:15]([CH2:17][OH:18])[C@@H](O)[C@H:13](O)[C@H:12]2O)=CC=1.[C:22]([O-])(=O)C(C)=C.CC(C1C=C2CC[C@H]3[C@@](C(O)=O)(C)CCC[C@]3(C)[C@H]2CC=1)C. (7) Given the product [C:26]([C:25]([NH:24][C:17]1[CH:16]=[C:15]([CH:12]2[CH2:11][C:10]([CH3:22])([CH3:23])[C:9]3[C:14](=[C:5]([C:3]([OH:2])=[O:4])[CH:6]=[CH:7][CH:8]=3)[NH:13]2)[CH:20]=[CH:19][CH:18]=1)([CH3:30])[CH3:29])([OH:28])=[O:27], predict the reactants needed to synthesize it. The reactants are: C[O:2][C:3]([C:5]1[CH:6]=[CH:7][CH:8]=[C:9]2[C:14]=1[NH:13][CH:12]([C:15]1[CH:20]=[CH:19][CH:18]=[C:17](Br)[CH:16]=1)[CH2:11][C:10]2([CH3:23])[CH3:22])=[O:4].[NH2:24][C:25]([CH3:30])([CH3:29])[C:26]([OH:28])=[O:27].C(=O)([O-])[O-].[K+].[K+]. (8) Given the product [Cl:12][C:11]1[C:2]([NH:25][S:22]([C:18]2[CH:19]=[CH:20][CH:21]=[C:16]([N+:13]([O-:15])=[O:14])[CH:17]=2)(=[O:24])=[O:23])=[N:3][C:4]2[C:9]([N:10]=1)=[CH:8][CH:7]=[CH:6][CH:5]=2, predict the reactants needed to synthesize it. The reactants are: Cl[C:2]1[C:11]([Cl:12])=[N:10][C:9]2[C:4](=[CH:5][CH:6]=[CH:7][CH:8]=2)[N:3]=1.[N+:13]([C:16]1[CH:17]=[C:18]([S:22]([NH2:25])(=[O:24])=[O:23])[CH:19]=[CH:20][CH:21]=1)([O-:15])=[O:14].C1CCN2C(=NCCC2)CC1.Cl.